Dataset: NCI-60 drug combinations with 297,098 pairs across 59 cell lines. Task: Regression. Given two drug SMILES strings and cell line genomic features, predict the synergy score measuring deviation from expected non-interaction effect. Drug 1: C1CCC(C1)C(CC#N)N2C=C(C=N2)C3=C4C=CNC4=NC=N3. Drug 2: CC(CN1CC(=O)NC(=O)C1)N2CC(=O)NC(=O)C2. Cell line: RPMI-8226. Synergy scores: CSS=26.7, Synergy_ZIP=0.987, Synergy_Bliss=2.13, Synergy_Loewe=-7.31, Synergy_HSA=-1.59.